Task: Predict the reactants needed to synthesize the given product.. Dataset: Full USPTO retrosynthesis dataset with 1.9M reactions from patents (1976-2016) (1) The reactants are: [CH3:1][O:2][C:3](=[O:35])[C@@H:4]([NH:14][C:15]([C:17]1[S:18][C:19]([C:24](=[O:34])[NH:25][CH2:26][C:27]2[CH:32]=[CH:31][CH:30]=[C:29]([OH:33])[CH:28]=2)=[CH:20][C:21]=1[CH2:22][CH3:23])=[O:16])[CH2:5][NH:6]C(OC(C)(C)C)=O.[C:36]([OH:42])([C:38]([F:41])([F:40])[F:39])=[O:37]. Given the product [F:39][C:38]([F:41])([F:40])[C:36]([OH:42])=[O:37].[CH3:1][O:2][C:3](=[O:35])[C@@H:4]([NH:14][C:15]([C:17]1[S:18][C:19]([C:24](=[O:34])[NH:25][CH2:26][C:27]2[CH:32]=[CH:31][CH:30]=[C:29]([OH:33])[CH:28]=2)=[CH:20][C:21]=1[CH2:22][CH3:23])=[O:16])[CH2:5][NH2:6], predict the reactants needed to synthesize it. (2) Given the product [CH3:25][S:1][C:2]1[N:3]([C:13]2[CH:14]=[CH:15][C:16]([O:19][CH2:20][C:21]([F:24])([F:23])[F:22])=[CH:17][CH:18]=2)[C:4](=[O:12])[C:5]2[CH2:10][C:9](=[O:11])[NH:8][C:6]=2[N:7]=1, predict the reactants needed to synthesize it. The reactants are: [S:1]=[C:2]1[NH:7][C:6]2[NH:8][C:9](=[O:11])[CH2:10][C:5]=2[C:4](=[O:12])[N:3]1[C:13]1[CH:18]=[CH:17][C:16]([O:19][CH2:20][C:21]([F:24])([F:23])[F:22])=[CH:15][CH:14]=1.[C:25](=O)([O-])O.[Na+].CI. (3) Given the product [CH3:1][C:2]1[CH:11]=[CH:10][C:9]2[C:8]([NH:12][C:13]3[CH:14]=[CH:15][CH:16]=[C:17]([S:36]([CH3:40])(=[O:38])=[O:35])[CH:18]=3)=[N:7][CH:6]=[CH:5][C:4]=2[C:3]=1[NH:21][C:22]1[C:27]([C:28]2[CH:33]=[CH:32][N:31]=[CH:30][N:29]=2)=[CH:26][CH:25]=[CH:24][N:23]=1, predict the reactants needed to synthesize it. The reactants are: [CH3:1][C:2]1[CH:11]=[CH:10][C:9]2[C:8]([NH:12][C:13]3[CH:18]=[CH:17][CH:16]=[C:15](SC)[CH:14]=3)=[N:7][CH:6]=[CH:5][C:4]=2[C:3]=1[NH:21][C:22]1[C:27]([C:28]2[CH:33]=[CH:32][N:31]=[CH:30][N:29]=2)=[CH:26][CH:25]=[CH:24][N:23]=1.O[O:35][S:36]([O-:38])=O.[K+].[CH2:40]1COCC1. (4) Given the product [Cl:35][C:32]1[S:31][C:30]([C:28]2[O:27][N:26]=[C:25]([CH2:24][N:8]3[C:9]([C:12](=[O:23])[NH:13][CH:14]4[CH2:15][CH2:16][N:17]([CH:20]([CH3:22])[CH3:21])[CH2:18][CH2:19]4)=[C:10]([CH3:11])[C:6]([CH2:5][CH2:4][C:3]([OH:37])=[O:2])=[C:7]3[CH3:36])[CH:29]=2)=[CH:34][CH:33]=1, predict the reactants needed to synthesize it. The reactants are: C[O:2][C:3](=[O:37])[CH2:4][CH2:5][C:6]1[C:10]([CH3:11])=[C:9]([C:12](=[O:23])[NH:13][CH:14]2[CH2:19][CH2:18][N:17]([CH:20]([CH3:22])[CH3:21])[CH2:16][CH2:15]2)[N:8]([CH2:24][C:25]2[CH:29]=[C:28]([C:30]3[S:31][C:32]([Cl:35])=[CH:33][CH:34]=3)[O:27][N:26]=2)[C:7]=1[CH3:36].Cl. (5) Given the product [CH3:1][N:2]1[CH2:7][CH2:6][N:5]([C:8]2[N:13]3[C:14]([CH:30]([OH:31])[CH2:32][CH3:33])=[C:15]([CH2:17][N:18]([CH3:29])[C@@H:19]4[C:28]5[N:27]=[CH:26][CH:25]=[CH:24][C:23]=5[CH2:22][CH2:21][CH2:20]4)[N:16]=[C:12]3[CH:11]=[CH:10][CH:9]=2)[CH2:4][CH2:3]1, predict the reactants needed to synthesize it. The reactants are: [CH3:1][N:2]1[CH2:7][CH2:6][N:5]([C:8]2[N:13]3[C:14]([CH:30]=[O:31])=[C:15]([CH2:17][N:18]([CH3:29])[C@@H:19]4[C:28]5[N:27]=[CH:26][CH:25]=[CH:24][C:23]=5[CH2:22][CH2:21][CH2:20]4)[N:16]=[C:12]3[CH:11]=[CH:10][CH:9]=2)[CH2:4][CH2:3]1.[CH2:32]([Mg]Br)[CH3:33]. (6) Given the product [CH:10]([C:8]1[C:7]([C:13]2[CH:18]=[CH:17][CH:16]=[CH:15][CH:14]=2)=[CH:6][C:3]([C:4]#[N:5])=[C:2]([N:24]2[CH2:23][CH2:22][NH:21][C@H:20]([CH3:19])[CH2:25]2)[N:9]=1)([CH3:12])[CH3:11], predict the reactants needed to synthesize it. The reactants are: Cl[C:2]1[N:9]=[C:8]([CH:10]([CH3:12])[CH3:11])[C:7]([C:13]2[CH:18]=[CH:17][CH:16]=[CH:15][CH:14]=2)=[CH:6][C:3]=1[C:4]#[N:5].[CH3:19][C@@H:20]1[CH2:25][NH:24][CH2:23][CH2:22][NH:21]1.C(N(CC)CC)C. (7) The reactants are: [CH3:1][O:2][C:3]1[CH:8]=[C:7]([C:9](O)=[O:10])[CH:6]=[CH:5][C:4]=1[C:12]1[CH:17]=[CH:16][CH:15]=[CH:14][C:13]=1[C:18]([F:21])([F:20])[F:19].S(Cl)(Cl)=O.[CH:26]1[CH:27]=[CH:28][N:29]2[CH2:35][C:34]3[CH:36]=[CH:37][CH:38]=[CH:39][C:33]=3[NH:32][CH2:31][C:30]=12.C(N(CC)C(C)C)(C)C. Given the product [CH:26]1[CH:27]=[CH:28][N:29]2[CH2:35][C:34]3[CH:36]=[CH:37][CH:38]=[CH:39][C:33]=3[N:32]([C:9]([C:7]3[CH:6]=[CH:5][C:4]([C:12]4[CH:17]=[CH:16][CH:15]=[CH:14][C:13]=4[C:18]([F:21])([F:20])[F:19])=[C:3]([O:2][CH3:1])[CH:8]=3)=[O:10])[CH2:31][C:30]=12, predict the reactants needed to synthesize it. (8) Given the product [O:14]=[S:12]1(=[O:13])[C:15]([C:16]2[CH:21]=[CH:20][CH:19]=[CH:18][C:17]=2[C:22]([F:23])([F:25])[F:24])=[C:3]([OH:2])[C:5]2=[N:6][CH:7]=[CH:8][CH:9]=[C:10]2[CH2:11]1, predict the reactants needed to synthesize it. The reactants are: C[O:2][C:3]([C:5]1[C:10]([CH2:11][S:12]([CH2:15][C:16]2[CH:21]=[CH:20][CH:19]=[CH:18][C:17]=2[C:22]([F:25])([F:24])[F:23])(=[O:14])=[O:13])=[CH:9][CH:8]=[CH:7][N:6]=1)=O.O1CCCC1.Cl.